Predict the product of the given reaction. From a dataset of Forward reaction prediction with 1.9M reactions from USPTO patents (1976-2016). (1) The product is: [CH3:1][C:2]1[CH:7]=[CH:6][C:5]([CH3:8])=[CH:4][C:3]=1[C:9]1[N:10]=[C:11]([N:29]2[CH2:34][CH2:33][NH:32][CH2:31][C@H:30]2[CH3:42])[C:12]2[CH2:18][N:17]([C:19]3[CH:24]=[C:23]([CH:25]([CH3:27])[CH3:26])[CH:22]=[CH:21][C:20]=3[CH3:28])[CH2:16][CH2:15][C:13]=2[N:14]=1. Given the reactants [CH3:1][C:2]1[CH:7]=[CH:6][C:5]([CH3:8])=[CH:4][C:3]=1[C:9]1[N:10]=[C:11]([N:29]2[CH2:34][CH2:33][N:32](C(OC(C)(C)C)=O)[CH2:31][C@H:30]2[CH3:42])[C:12]2[CH2:18][N:17]([C:19]3[CH:24]=[C:23]([CH:25]([CH3:27])[CH3:26])[CH:22]=[CH:21][C:20]=3[CH3:28])[CH2:16][CH2:15][C:13]=2[N:14]=1.C(O)(C(F)(F)F)=O, predict the reaction product. (2) Given the reactants [C:1]([C:5]1[CH:10]=[CH:9][CH:8]=[CH:7][C:6]=1[OH:11])([CH3:4])([CH3:3])[CH3:2].[OH-].[Na+].[OH-].[I-:15].[Na+].Cl[O-].[Na+].S([O-])([O-])(=O)=S.[Na+].[Na+].Cl, predict the reaction product. The product is: [C:1]([C:5]1[CH:10]=[C:9]([I:15])[CH:8]=[CH:7][C:6]=1[OH:11])([CH3:4])([CH3:2])[CH3:3]. (3) Given the reactants Cl[C:2]1[CH:7]=[C:6]2[CH2:8][O:9][C:10]3[CH:39]=[C:38]4[C:13]([CH:14]=[CH:15][C:16]5[N:20]=[C:19]([C@@H:21]6[CH2:25][CH2:24][C@H:23]([CH3:26])[N:22]6[C:27](=[O:37])[C@@H:28]([NH:32][C:33](=[O:36])[O:34][CH3:35])[CH:29]([CH3:31])[CH3:30])[NH:18][C:17]=54)=[CH:12][C:11]=3[C:5]2=[CH:4][CH:3]=1.[B:40]1([B:40]2[O:44][C:43]([CH3:46])([CH3:45])[C:42]([CH3:48])([CH3:47])[O:41]2)[O:44][C:43]([CH3:46])([CH3:45])[C:42]([CH3:48])([CH3:47])[O:41]1.CC([O-])=O.[K+], predict the reaction product. The product is: [CH3:35][O:34][C:33](=[O:36])[NH:32][C@@H:28]([CH:29]([CH3:30])[CH3:31])[C:27]([N:22]1[C@H:21]([C:19]2[NH:18][C:17]3[C:38]4[C:13]([CH:14]=[CH:15][C:16]=3[N:20]=2)=[CH:12][C:11]2[C:5]3[C:6]([CH2:8][O:9][C:10]=2[CH:39]=4)=[CH:7][C:2]([B:40]2[O:44][C:43]([CH3:46])([CH3:45])[C:42]([CH3:48])([CH3:47])[O:41]2)=[CH:3][CH:4]=3)[CH2:25][CH2:24][C@@H:23]1[CH3:26])=[O:37].